Predict which catalyst facilitates the given reaction. From a dataset of Catalyst prediction with 721,799 reactions and 888 catalyst types from USPTO. (1) Reactant: CC(OC(/N=N/C(OC(C)C)=O)=O)C.[CH2:15]([N:17]1[C:23]2[N:24]=[CH:25][C:26]([CH2:28][CH2:29][OH:30])=[CH:27][C:22]=2[C:21](=[O:31])[N:20]([CH3:32])[C:19]2[CH:33]=[CH:34][CH:35]=[N:36][C:18]1=2)[CH3:16].O[C:38]1[CH:45]=[CH:44][C:41]([CH:42]=[O:43])=[CH:40][C:39]=1[CH3:46].C1C=CC(P(C2C=CC=CC=2)C2C=CC=CC=2)=CC=1. Product: [CH2:15]([N:17]1[C:23]2[N:24]=[CH:25][C:26]([CH2:28][CH2:29][O:30][C:38]3[CH:45]=[CH:44][C:41]([CH:42]=[O:43])=[CH:40][C:39]=3[CH3:46])=[CH:27][C:22]=2[C:21](=[O:31])[N:20]([CH3:32])[C:19]2[CH:33]=[CH:34][CH:35]=[N:36][C:18]1=2)[CH3:16]. The catalyst class is: 1. (2) Reactant: [N+:1]([C:4]1[CH:11]=[CH:10][C:7]([CH2:8]Br)=[CH:6][CH:5]=1)([O-:3])=[O:2].[CH3:12][S:13]([OH:15])=[O:14].[Na]. Product: [N+:1]([C:4]1[CH:11]=[CH:10][C:7]([CH2:8][S:13]([CH3:12])(=[O:15])=[O:14])=[CH:6][CH:5]=1)([O-:3])=[O:2]. The catalyst class is: 8.